Dataset: Forward reaction prediction with 1.9M reactions from USPTO patents (1976-2016). Task: Predict the product of the given reaction. (1) The product is: [CH3:1][N:2]1[C:7](=[O:8])[C:6]2=[C:9]([S:26]([C:27]3[CH:32]=[CH:31][CH:30]=[CH:29][CH:28]=3)=[O:39])[N:10]([CH2:12][C:13]3[CH:18]=[CH:17][C:16]([C:19]4[CH:24]=[CH:23][CH:22]=[C:21]([F:25])[N:20]=4)=[CH:15][CH:14]=3)[N:11]=[C:5]2[N:4]2[C@H:33]3[CH2:38][CH2:37][CH2:36][C@H:34]3[N:35]=[C:3]12. Given the reactants [CH3:1][N:2]1[C:7](=[O:8])[C:6]2=[C:9]([S:26][C:27]3[CH:32]=[CH:31][CH:30]=[CH:29][CH:28]=3)[N:10]([CH2:12][C:13]3[CH:18]=[CH:17][C:16]([C:19]4[CH:24]=[CH:23][CH:22]=[C:21]([F:25])[N:20]=4)=[CH:15][CH:14]=3)[N:11]=[C:5]2[N:4]2[C@H:33]3[CH2:38][CH2:37][CH2:36][C@H:34]3[N:35]=[C:3]12.[OH:39]OS([O-])=O.[K+], predict the reaction product. (2) Given the reactants [CH2:1]([NH2:3])[CH3:2].O=[C:5]1[CH2:11][CH2:10][CH2:9][N:8]([C:12]([O:14][C:15]([CH3:18])([CH3:17])[CH3:16])=[O:13])[CH2:7][CH2:6]1.C1COCC1.C(O)(=O)C.C(O[BH-](OC(=O)C)OC(=O)C)(=O)C.[Na+].C([O-])(O)=O.[Na+], predict the reaction product. The product is: [CH2:1]([NH:3][CH:5]1[CH2:11][CH2:10][CH2:9][N:8]([C:12]([O:14][C:15]([CH3:18])([CH3:17])[CH3:16])=[O:13])[CH2:7][CH2:6]1)[CH3:2]. (3) Given the reactants [Br:1][C:2]1[CH:10]=[CH:9][C:5]([C:6](Cl)=[O:7])=[C:4]([F:11])[CH:3]=1.Cl.[CH3:13][C:14]1[C:15]([N:21]2[CH2:26][CH2:25][NH:24][CH2:23][CH2:22]2)=[N:16][CH:17]=[C:18]([CH3:20])[N:19]=1, predict the reaction product. The product is: [Br:1][C:2]1[CH:10]=[CH:9][C:5]([C:6]([N:24]2[CH2:25][CH2:26][N:21]([C:15]3[C:14]([CH3:13])=[N:19][C:18]([CH3:20])=[CH:17][N:16]=3)[CH2:22][CH2:23]2)=[O:7])=[C:4]([F:11])[CH:3]=1. (4) Given the reactants CC1C=CC(S(O[CH2:12][CH2:13][CH2:14][NH:15][C:16]2[CH:21]=[CH:20][C:19]([C:22]#[N:23])=[CH:18][CH:17]=2)(=O)=O)=CC=1.[CH2:24]1[CH:28]2[CH2:29][NH:30][CH2:31][CH:27]2[CH2:26][N:25]1[C:32]([O:34][C:35]([CH3:38])([CH3:37])[CH3:36])=[O:33].C([O-])([O-])=O.[K+].[K+], predict the reaction product. The product is: [C:22]([C:19]1[CH:18]=[CH:17][C:16]([NH:15][CH2:14][CH2:13][CH2:12][N:30]2[CH2:29][CH:28]3[CH2:24][N:25]([C:32]([O:34][C:35]([CH3:38])([CH3:37])[CH3:36])=[O:33])[CH2:26][CH:27]3[CH2:31]2)=[CH:21][CH:20]=1)#[N:23]. (5) Given the reactants Br[C:2]1[CH:3]=[C:4]([NH:10][S:11]([C:14]2[CH:19]=[CH:18][C:17]([F:20])=[CH:16][C:15]=2[F:21])(=[O:13])=[O:12])[C:5]([O:8][CH3:9])=[N:6][CH:7]=1.B1(B2OC(C)(C)C(C)(C)O2)OC(C)(C)C(C)(C)O1.I[C:41]1[S:45][C:44]([C:46]2[CH:47]=[C:48]3[C:52](=[CH:53][CH:54]=2)[C:51](=[O:55])[N:50]([CH3:56])[CH2:49]3)=[CH:43][CH:42]=1, predict the reaction product. The product is: [F:21][C:15]1[CH:16]=[C:17]([F:20])[CH:18]=[CH:19][C:14]=1[S:11]([NH:10][C:4]1[C:5]([O:8][CH3:9])=[N:6][CH:7]=[C:2]([C:41]2[S:45][C:44]([C:46]3[CH:47]=[C:48]4[C:52](=[CH:53][CH:54]=3)[C:51](=[O:55])[N:50]([CH3:56])[CH2:49]4)=[CH:43][CH:42]=2)[CH:3]=1)(=[O:13])=[O:12]. (6) Given the reactants [NH2:1][C:2]1[C:7]([C:8]#[N:9])=[C:6]([O:10][CH2:11][CH3:12])[N:5]=[C:4]([C:13]([NH:15][CH2:16][C:17]2[CH:25]=[CH:24][C:20]([C:21]([OH:23])=O)=[CH:19][CH:18]=2)=[O:14])[CH:3]=1.Cl.CN.F[B-](F)(F)F.[N:34]1(OC(N(C)C)=[N+](C)C)[C:38]2C=CC=CC=2N=N1.C(NC(C)C)(C)C, predict the reaction product. The product is: [NH2:1][C:2]1[C:7]([C:8]#[N:9])=[C:6]([O:10][CH2:11][CH3:12])[N:5]=[C:4]([C:13]([NH:15][CH2:16][C:17]2[CH:18]=[CH:19][C:20]([C:21]([NH:34][CH3:38])=[O:23])=[CH:24][CH:25]=2)=[O:14])[CH:3]=1.